This data is from Reaction yield outcomes from USPTO patents with 853,638 reactions. The task is: Predict the reaction yield, written as a fraction of the theoretical maximum amount of product (1.0 means a 100% yield; for example, 0.34 means a 34% yield). (1) The reactants are C(O[C:6]([N:8]1[CH2:13][CH2:12][CH:11]([O:14][C:15]2[C:20]([Cl:21])=[CH:19][N:18]=[CH:17][C:16]=2[Cl:22])[CH2:10][CH2:9]1)=O)(C)(C)C.FC(F)(F)C(O)=O.[O:30]1C[CH:31]1[CH2:33][N:34]1[C:42]2[CH2:41][CH2:40][N:39]([C:43](=[O:45])[CH3:44])[CH2:38][C:37]=2[C:36]([C:46]2[CH:51]=[CH:50][C:49]([C:52]([F:55])([F:54])[F:53])=[CH:48][CH:47]=2)=[N:35]1. The catalyst is C(Cl)Cl. The product is [Cl:21][C:20]1[CH:19]=[N:18][CH:17]=[C:16]([Cl:22])[C:15]=1[O:14][CH:11]1[CH2:10][CH2:9][N:8]([CH2:6][CH:31]([OH:30])[CH2:33][N:34]2[C:42]3[CH2:41][CH2:40][N:39]([C:43](=[O:45])[CH3:44])[CH2:38][C:37]=3[C:36]([C:46]3[CH:51]=[CH:50][C:49]([C:52]([F:55])([F:54])[F:53])=[CH:48][CH:47]=3)=[N:35]2)[CH2:13][CH2:12]1. The yield is 0.540. (2) The reactants are [CH3:1][O:2][C:3]1[CH:12]=[C:11]2[C:6]([CH2:7][CH2:8][CH2:9][C:10]2([CH3:14])[CH3:13])=[CH:5][CH:4]=1.C(O)(=[O:17])C. The yield is 0.930. The product is [CH3:1][O:2][C:3]1[CH:12]=[C:11]2[C:6](=[CH:5][CH:4]=1)[C:7](=[O:17])[CH2:8][CH2:9][C:10]2([CH3:14])[CH3:13]. The catalyst is O.[O-2].[O-2].[O-2].[Cr+6]. (3) The reactants are [NH2:1][C:2]1[C:3]([CH3:12])=[C:4]([CH:9]=[CH:10][CH:11]=1)[C:5]([O:7][CH3:8])=[O:6].CO.[Br:15]Br. The catalyst is C(O)(=O)C.S([O-])([O-])(=O)=S.[Na+].[Na+]. The product is [NH2:1][C:2]1[C:3]([CH3:12])=[C:4]([C:9]([Br:15])=[CH:10][CH:11]=1)[C:5]([O:7][CH3:8])=[O:6]. The yield is 0.550.